Dataset: TCR-epitope binding with 47,182 pairs between 192 epitopes and 23,139 TCRs. Task: Binary Classification. Given a T-cell receptor sequence (or CDR3 region) and an epitope sequence, predict whether binding occurs between them. (1) The epitope is FLKEKGGL. The TCR CDR3 sequence is CASRYLRGEGAHPSNTEAFF. Result: 1 (the TCR binds to the epitope). (2) The epitope is EEHVQIHTI. The TCR CDR3 sequence is CASSQSDRGLYGYTF. Result: 0 (the TCR does not bind to the epitope).